From a dataset of Forward reaction prediction with 1.9M reactions from USPTO patents (1976-2016). Predict the product of the given reaction. Given the reactants Cl[C:2]1[CH:7]=[C:6]([C:8]2[C:9]([Cl:14])=[N:10][CH:11]=[CH:12][CH:13]=2)[N:5]=[CH:4][N:3]=1.Cl.[CH3:16][NH2:17].C([O-])([O-])=O.[K+].[K+].CS(C)=O, predict the reaction product. The product is: [Cl:14][C:9]1[C:8]([C:6]2[N:5]=[CH:4][N:3]=[C:2]([NH:17][CH3:16])[CH:7]=2)=[CH:13][CH:12]=[CH:11][N:10]=1.